From a dataset of Forward reaction prediction with 1.9M reactions from USPTO patents (1976-2016). Predict the product of the given reaction. (1) Given the reactants [Cl:1][C:2]1[CH:3]=[C:4]([C:9]([C:11]([F:14])([F:13])[F:12])=[CH2:10])[CH:5]=[C:6]([Cl:8])[CH:7]=1.Cl[C:16]1[C:24]([CH3:25])=[C:23]([N+:26]([O-:28])=[O:27])[CH:22]=[CH:21][C:17]=1[CH:18]=[N:19][OH:20].C(=O)([O-])[OH:30].[K+].O, predict the reaction product. The product is: [CH:16]([O:30][CH:9]([CH3:10])[CH3:11])([CH3:24])[CH3:17].[Cl:1][C:2]1[CH:3]=[C:4]([C:9]2([C:11]([F:14])([F:12])[F:13])[O:20][N:19]=[C:18]([C:17]3[CH:21]=[CH:22][C:23]([N+:26]([O-:28])=[O:27])=[C:24]([CH3:25])[CH:16]=3)[CH2:10]2)[CH:5]=[C:6]([Cl:8])[CH:7]=1. (2) Given the reactants [F:1][C:2]1[C:8](F)=[C:7]([F:10])[CH:6]=[C:5]([N+:11]([O-:13])=[O:12])[C:3]=1[NH2:4].[OH:14][C:15]1[CH:22]=[CH:21][C:18]([CH:19]=[O:20])=[CH:17][CH:16]=1.C([O-])([O-])=O.[Cs+].[Cs+], predict the reaction product. The product is: [NH2:4][C:3]1[C:2]([F:1])=[C:8]([O:14][C:15]2[CH:22]=[CH:21][C:18]([CH:19]=[O:20])=[CH:17][CH:16]=2)[C:7]([F:10])=[CH:6][C:5]=1[N+:11]([O-:13])=[O:12]. (3) Given the reactants [CH:1]([C:4]1[CH:9]=[CH:8][C:7]([CH2:10][C:11]([N:13]2[CH2:22][CH2:21][C:20]3[C:15](=[C:16]([C:25]([OH:27])=O)[CH:17]=[CH:18][C:19]=3[O:23][CH3:24])[CH2:14]2)=[O:12])=[CH:6][CH:5]=1)([CH3:3])[CH3:2].[CH3:28][N:29]1[CH2:34][CH2:33][NH:32][CH2:31][CH2:30]1.C(N(CC)CC)C.CN(C(ON1N=NC2C=CC=NC1=2)=[N+](C)C)C.F[P-](F)(F)(F)(F)F, predict the reaction product. The product is: [CH:1]([C:4]1[CH:9]=[CH:8][C:7]([CH2:10][C:11]([N:13]2[CH2:22][CH2:21][C:20]3[C:15](=[C:16]([C:25]([N:32]4[CH2:33][CH2:34][N:29]([CH3:28])[CH2:30][CH2:31]4)=[O:27])[CH:17]=[CH:18][C:19]=3[O:23][CH3:24])[CH2:14]2)=[O:12])=[CH:6][CH:5]=1)([CH3:3])[CH3:2]. (4) Given the reactants C[O:2][C:3]1[N:8]=[N:7][C:6]([C:9]2[CH:14]=[C:13]([CH3:15])[C:12]([OH:16])=[C:11]([CH3:17])[CH:10]=2)=[CH:5][C:4]=1[C:18]1[NH:19][C:20]2[C:25]([C:26]=1[C:27]1[CH:32]=[CH:31][CH:30]=[CH:29][CH:28]=1)=[CH:24][CH:23]=[C:22]([CH2:33][N:34]1[CH2:39][CH2:38][N:37]([CH3:40])[CH2:36][CH2:35]1)[CH:21]=2.[I-].[K+], predict the reaction product. The product is: [OH:16][C:12]1[C:11]([CH3:17])=[CH:10][C:9]([C:6]2[CH:5]=[C:4]([C:18]3[NH:19][C:20]4[C:25]([C:26]=3[C:27]3[CH:32]=[CH:31][CH:30]=[CH:29][CH:28]=3)=[CH:24][CH:23]=[C:22]([CH2:33][N:34]3[CH2:39][CH2:38][N:37]([CH3:40])[CH2:36][CH2:35]3)[CH:21]=4)[C:3](=[O:2])[NH:8][N:7]=2)=[CH:14][C:13]=1[CH3:15]. (5) The product is: [CH:44]([NH:46][NH:47][C:3](=[O:5])[C:2]([CH3:1])([C:7]1[S:8][C:9]([C:12]2[CH:17]=[C:16]([NH:18][C:19]3[N:24]=[C:23]([C:25]([F:28])([F:26])[F:27])[CH:22]=[CH:21][N:20]=3)[CH:15]=[C:14]([CH3:29])[CH:13]=2)=[CH:10][N:11]=1)[CH3:6])=[O:45]. Given the reactants [CH3:1][C:2]([C:7]1[S:8][C:9]([C:12]2[CH:17]=[C:16]([NH:18][C:19]3[N:24]=[C:23]([C:25]([F:28])([F:27])[F:26])[CH:22]=[CH:21][N:20]=3)[CH:15]=[C:14]([CH3:29])[CH:13]=2)=[CH:10][N:11]=1)([CH3:6])[C:3]([OH:5])=O.C1C=CC2N(O)N=NC=2C=1.C(Cl)CCl.[CH:44]([NH:46][NH2:47])=[O:45].CCN(C(C)C)C(C)C, predict the reaction product. (6) Given the reactants [Cl:1][C:2]1[CH:3]=[CH:4][C:5]([OH:23])=[C:6]([CH:22]=1)[C:7]([NH:9][C@H:10]([C:12]1[CH:21]=[CH:20][C:15]([C:16]([O:18][CH3:19])=[O:17])=[CH:14][CH:13]=1)[CH3:11])=[O:8], predict the reaction product. The product is: [Cl:1][C:2]1[CH:3]=[CH:4][C:5]([O:23][CH2:5][CH:6]([CH3:22])[CH3:7])=[C:6]([CH:22]=1)[C:7]([NH:9][C@H:10]([C:12]1[CH:21]=[CH:20][C:15]([C:16]([O:18][CH3:19])=[O:17])=[CH:14][CH:13]=1)[CH3:11])=[O:8]. (7) Given the reactants O1CCCC1.C([O:8][C:9]([C:11]1[NH:37][C:14]2[N:15]=[CH:16][N:17]=[C:18]([O:19][C:20]3[CH:25]=[CH:24][C:23]([NH:26][C:27]([NH:29][C:30]4[CH:35]=[CH:34][C:33]([F:36])=[CH:32][CH:31]=4)=[O:28])=[CH:22][CH:21]=3)[C:13]=2[CH:12]=1)=O)C.[H-].[Al+3].[Li+].[H-].[H-].[H-], predict the reaction product. The product is: [F:36][C:33]1[CH:34]=[CH:35][C:30]([NH:29][C:27]([NH:26][C:23]2[CH:22]=[CH:21][C:20]([O:19][C:18]3[C:13]4[CH:12]=[C:11]([CH2:9][OH:8])[NH:37][C:14]=4[N:15]=[CH:16][N:17]=3)=[CH:25][CH:24]=2)=[O:28])=[CH:31][CH:32]=1.